This data is from Full USPTO retrosynthesis dataset with 1.9M reactions from patents (1976-2016). The task is: Predict the reactants needed to synthesize the given product. (1) Given the product [C:17]1([CH2:23][CH2:24][CH2:25][CH2:26][CH2:27][CH2:28][CH:29]([C:9]2[O:8][C:7]([C:2]3[CH:3]=[CH:4][CH:5]=[CH:6][N:1]=3)=[N:11][CH:10]=2)[OH:30])[CH:22]=[CH:21][CH:20]=[CH:19][CH:18]=1, predict the reactants needed to synthesize it. The reactants are: [N:1]1[CH:6]=[CH:5][CH:4]=[CH:3][C:2]=1[C:7]1[O:8][CH:9]=[CH:10][N:11]=1.[Li]CCCC.[C:17]1([CH2:23][CH2:24][CH2:25][CH2:26][CH2:27][CH2:28][CH:29]=[O:30])[CH:22]=[CH:21][CH:20]=[CH:19][CH:18]=1. (2) Given the product [CH3:20][O:19][C:17]([NH:2][CH2:3][CH2:4][CH2:5][CH2:6][C:7]([OH:9])=[O:8])=[O:18], predict the reactants needed to synthesize it. The reactants are: Cl.[NH2:2][CH2:3][CH2:4][CH2:5][CH2:6][C:7]([OH:9])=[O:8].C(=O)([O-])[O-].[K+].[K+].Cl[C:17]([O:19][CH3:20])=[O:18].Cl. (3) Given the product [CH3:38][O:37][C:33]1[CH:32]=[C:31]([NH:30][C:28]([C:27]2[C:26]([NH:1][C@H:2]([C:4]3[N:9]([C:10]4[CH:15]=[CH:14][CH:13]=[CH:12][CH:11]=4)[C:8](=[O:16])[C:7]4=[C:17]([CH3:20])[CH:18]=[CH:19][N:6]4[N:5]=3)[CH3:3])=[N:25][CH:24]=[N:23][CH:22]=2)=[O:29])[CH:36]=[CH:35][CH:34]=1, predict the reactants needed to synthesize it. The reactants are: [NH2:1][C@H:2]([C:4]1[N:9]([C:10]2[CH:15]=[CH:14][CH:13]=[CH:12][CH:11]=2)[C:8](=[O:16])[C:7]2=[C:17]([CH3:20])[CH:18]=[CH:19][N:6]2[N:5]=1)[CH3:3].Cl[C:22]1[C:27]([C:28]([NH:30][C:31]2[CH:36]=[CH:35][CH:34]=[C:33]([O:37][CH3:38])[CH:32]=2)=[O:29])=[CH:26][N:25]=[CH:24][N:23]=1.CCN(C(C)C)C(C)C.[F-].[Cs+]. (4) Given the product [CH2:1]([O:8][C:9]([N:11]1[CH2:15][CH2:14][CH:13]([NH2:16])[CH2:12]1)=[O:10])[C:2]1[CH:7]=[CH:6][CH:5]=[CH:4][CH:3]=1, predict the reactants needed to synthesize it. The reactants are: [CH2:1]([O:8][C:9]([N:11]1[CH2:15][CH2:14][CH:13]([NH:16]C(OC(C)(C)C)=O)[CH2:12]1)=[O:10])[C:2]1[CH:7]=[CH:6][CH:5]=[CH:4][CH:3]=1.C(O)(C(F)(F)F)=O. (5) Given the product [Cl:1][C:2]1[N:3]=[C:4]2[C:10]([N:9]([CH3:13])[C:8](=[O:14])[CH2:7][CH2:6][N:5]2[CH2:15][CH2:16][F:21])=[CH:11][N:12]=1, predict the reactants needed to synthesize it. The reactants are: [Cl:1][C:2]1[N:3]=[C:4]2[C:10](=[CH:11][N:12]=1)[N:9]([CH3:13])[C:8](=[O:14])[CH2:7][CH2:6][N:5]2[CH2:15][C:16]#C.BrCC[F:21].CN(C=O)C. (6) Given the product [CH3:1][S:2]([O:32][CH2:31][C@@H:20]1[C@@H:19]([CH3:33])[C@H:18]([C:16]([C:10]2[CH:11]=[C:12]([O:14][CH3:15])[CH:13]=[C:8]([O:7][CH3:6])[CH:9]=2)=[O:17])[C@:27]2([CH3:28])[C@H:22]([C:23]([CH3:29])([CH3:30])[CH2:24][CH2:25][CH2:26]2)[CH2:21]1)(=[O:4])=[O:3], predict the reactants needed to synthesize it. The reactants are: [CH3:1][S:2](Cl)(=[O:4])=[O:3].[CH3:6][O:7][C:8]1[CH:9]=[C:10]([C:16]([C@@H:18]2[C@:27]3([CH3:28])[C@H:22]([C:23]([CH3:30])([CH3:29])[CH2:24][CH2:25][CH2:26]3)[CH2:21][C@H:20]([CH2:31][OH:32])[C@H:19]2[CH3:33])=[O:17])[CH:11]=[C:12]([O:14][CH3:15])[CH:13]=1.C([O-])(O)=O.[Na+]. (7) Given the product [CH2:8]([C@H:7]1[O:11][C:26]([CH3:27])([CH3:25])[N:12]([C:13]([O:14][C:15]([CH3:16])([CH3:17])[CH3:18])=[O:19])[C@H:6]1[CH2:5][C:4]1[CH:3]=[C:2]([F:1])[CH:22]=[C:21]([F:23])[CH:20]=1)[CH:9]=[CH2:10], predict the reactants needed to synthesize it. The reactants are: [F:1][C:2]1[CH:3]=[C:4]([CH:20]=[C:21]([F:23])[CH:22]=1)[CH2:5][C@H:6]([NH:12][C:13](=[O:19])[O:14][C:15]([CH3:18])([CH3:17])[CH3:16])[C@H:7]([OH:11])[CH2:8][CH:9]=[CH2:10].[NH+]1C=C[CH:27]=[CH:26][CH:25]=1.COC(OC)(C)C. (8) Given the product [F:13][C:11]([C:9]1[CH:8]=[CH:7][N:6]2[C:2]([C:19]3[CH:20]=[CH:21][C:16]([F:15])=[C:17]([C:31]4[CH:32]=[N:33][CH:34]=[CH:35][CH:36]=4)[CH:18]=3)=[CH:3][N:4]=[C:5]2[N:10]=1)([F:14])[CH3:12], predict the reactants needed to synthesize it. The reactants are: Br[C:2]1[N:6]2[CH:7]=[CH:8][C:9]([C:11]([F:14])([F:13])[CH3:12])=[N:10][C:5]2=[N:4][CH:3]=1.[F:15][C:16]1[CH:21]=[CH:20][C:19](B2OC(C)(C)C(C)(C)O2)=[CH:18][C:17]=1[C:31]1[CH:32]=[N:33][CH:34]=[CH:35][CH:36]=1.